Task: Predict the reactants needed to synthesize the given product.. Dataset: Full USPTO retrosynthesis dataset with 1.9M reactions from patents (1976-2016) (1) Given the product [Cl:26][C:23]1[CH:22]=[CH:21][C:20]([CH:8]([C:5]2[CH:6]=[CH:7][C:2]([Cl:1])=[CH:3][CH:4]=2)[C:9]2[CH:10]=[C:11]3[C:16](=[CH:17][CH:18]=2)[N:15]=[CH:14][N:13]=[C:12]3[N:36]2[CH2:37][CH2:38][CH:34]([NH:33][S:30]([C:29]([F:28])([F:39])[F:40])(=[O:31])=[O:32])[CH2:35]2)=[CH:25][CH:24]=1, predict the reactants needed to synthesize it. The reactants are: [Cl:1][C:2]1[CH:7]=[CH:6][C:5]([CH:8]([C:20]2[CH:25]=[CH:24][C:23]([Cl:26])=[CH:22][CH:21]=2)[C:9]2[CH:10]=[C:11]3[C:16](=[CH:17][CH:18]=2)[N:15]=[CH:14][N:13]=[C:12]3Cl)=[CH:4][CH:3]=1.Cl.[F:28][C:29]([F:40])([F:39])[S:30]([NH:33][CH:34]1[CH2:38][CH2:37][NH:36][CH2:35]1)(=[O:32])=[O:31]. (2) Given the product [CH3:9][O:10][C:7]([C:2]1[CH:3]=[CH:4][CH:5]=[CH:6][N:1]=1)=[NH:8], predict the reactants needed to synthesize it. The reactants are: [N:1]1[CH:6]=[CH:5][CH:4]=[CH:3][C:2]=1[C:7]#[N:8].[CH3:9][O-:10].[Na+]. (3) Given the product [F:1][C:2]1[CH:26]=[C:25]([O:27][CH2:28][CH2:29][C:30]([F:33])([F:32])[F:31])[CH:24]=[CH:23][C:3]=1[C:4]([NH:6][CH:7]([CH2:11][C:12]1[CH:13]=[CH:14][C:15]([O:18][C:19]([F:21])([F:20])[F:22])=[CH:16][CH:17]=1)[C:8]([NH:34][CH2:35][CH2:36][OH:37])=[O:10])=[O:5], predict the reactants needed to synthesize it. The reactants are: [F:1][C:2]1[CH:26]=[C:25]([O:27][CH2:28][CH2:29][C:30]([F:33])([F:32])[F:31])[CH:24]=[CH:23][C:3]=1[C:4]([NH:6][CH:7]([CH2:11][C:12]1[CH:17]=[CH:16][C:15]([O:18][C:19]([F:22])([F:21])[F:20])=[CH:14][CH:13]=1)[C:8]([OH:10])=O)=[O:5].[NH2:34][CH2:35][CH2:36][OH:37].